From a dataset of Catalyst prediction with 721,799 reactions and 888 catalyst types from USPTO. Predict which catalyst facilitates the given reaction. Product: [Br:1][C:2]1[CH:3]=[N:4][C:5]([N:8]([CH3:29])[CH2:9][CH2:10][C@H:11]2[CH2:16][CH2:15][C@H:14]([C:17]([N:19]3[CH2:25][CH2:24][CH2:23][N:22]([CH2:26][CH2:27][O:28][C:35](=[O:36])[NH:34][CH2:33][CH2:32][CH2:31][CH3:30])[CH2:21][CH2:20]3)=[O:18])[CH2:13][CH2:12]2)=[N:6][CH:7]=1. The catalyst class is: 2. Reactant: [Br:1][C:2]1[CH:3]=[N:4][C:5]([N:8]([CH3:29])[CH2:9][CH2:10][C@H:11]2[CH2:16][CH2:15][C@H:14]([C:17]([N:19]3[CH2:25][CH2:24][CH2:23][N:22]([CH2:26][CH2:27][OH:28])[CH2:21][CH2:20]3)=[O:18])[CH2:13][CH2:12]2)=[N:6][CH:7]=1.[CH3:30][CH2:31][CH2:32][CH2:33][N:34]=[C:35]=[O:36].